This data is from Reaction yield outcomes from USPTO patents with 853,638 reactions. The task is: Predict the reaction yield, written as a fraction of the theoretical maximum amount of product (1.0 means a 100% yield; for example, 0.34 means a 34% yield). The reactants are [OH:1][C:2]([CH3:35])([CH3:34])[CH2:3][C@@:4]1([C:28]2[CH:33]=[CH:32][CH:31]=[CH:30][CH:29]=2)[O:9][C:8](=[O:10])[N:7]([C@H:11]([C:13]2[CH:18]=[CH:17][C:16](B3OC(C)(C)C(C)(C)O3)=[CH:15][CH:14]=2)[CH3:12])[CH2:6][CH2:5]1.Br[C:37]1[CH:38]=[N:39][N:40]([C@@H:42]2[CH2:46][CH2:45][O:44][CH2:43]2)[CH:41]=1. No catalyst specified. The product is [OH:1][C:2]([CH3:34])([CH3:35])[CH2:3][C@@:4]1([C:28]2[CH:29]=[CH:30][CH:31]=[CH:32][CH:33]=2)[O:9][C:8](=[O:10])[N:7]([C@H:11]([C:13]2[CH:18]=[CH:17][C:16]([C:37]3[CH:38]=[N:39][N:40]([C@@H:42]4[CH2:46][CH2:45][O:44][CH2:43]4)[CH:41]=3)=[CH:15][CH:14]=2)[CH3:12])[CH2:6][CH2:5]1. The yield is 0.310.